From a dataset of Reaction yield outcomes from USPTO patents with 853,638 reactions. Predict the reaction yield, written as a fraction of the theoretical maximum amount of product (1.0 means a 100% yield; for example, 0.34 means a 34% yield). (1) The reactants are [CH2:1]([O:3][C:4]([C:6]1[CH:7]=[N:8][N:9]([C:11]2[N:12]=[C:13]([O:34][CH3:35])[C:14]3[N:19]([CH2:20][CH:21]4[CH2:26][CH2:25][N:24](C(OC(C)(C)C)=O)[CH2:23][CH2:22]4)[N:18]=[CH:17][C:15]=3[N:16]=2)[CH:10]=1)=[O:5])[CH3:2].C(OCC)(=O)C.[ClH:42]. The catalyst is O1CCCC1.O1CCOCC1. The product is [ClH:42].[CH3:35][O:34][C:13]1[C:14]2[N:19]([CH2:20][CH:21]3[CH2:22][CH2:23][NH:24][CH2:25][CH2:26]3)[N:18]=[CH:17][C:15]=2[N:16]=[C:11]([N:9]2[CH:10]=[C:6]([C:4]([O:3][CH2:1][CH3:2])=[O:5])[CH:7]=[N:8]2)[N:12]=1. The yield is 1.00. (2) The reactants are [C:1]([O:5][C:6]([N:8]1[CH2:13][CH2:12][N:11]([C:14](=[S:17])[NH:15][CH3:16])[CH:10]([C:18]2[O:22][N:21]=[C:20]([C:23]3[CH:28]=[CH:27][CH:26]=[C:25]([Cl:29])[CH:24]=3)[N:19]=2)[CH2:9]1)=[O:7])([CH3:4])([CH3:3])[CH3:2].I[CH3:31]. The catalyst is CO. The product is [C:1]([O:5][C:6]([N:8]1[CH2:13][CH2:12][N:11]([C:14](=[N:15][CH3:16])[S:17][CH3:31])[CH:10]([C:18]2[O:22][N:21]=[C:20]([C:23]3[CH:28]=[CH:27][CH:26]=[C:25]([Cl:29])[CH:24]=3)[N:19]=2)[CH2:9]1)=[O:7])([CH3:4])([CH3:2])[CH3:3]. The yield is 0.770. (3) The reactants are [CH3:1][C:2]1[C:3]([C:8]([NH:10][C:11]2[CH:12]=[C:13]3[CH:19]=[C:18]([C:20]4[CH:25]=[CH:24][C:23]([F:26])=[CH:22][CH:21]=4)[N:17](C(OC(C)C)=O)[C:14]3=[N:15][CH:16]=2)=[O:9])=[N:4][NH:5][C:6]=1[CH3:7].[OH-].[K+]. The catalyst is CO. The product is [F:26][C:23]1[CH:22]=[CH:21][C:20]([C:18]2[NH:17][C:14]3=[N:15][CH:16]=[C:11]([NH:10][C:8]([C:3]4[C:2]([CH3:1])=[C:6]([CH3:7])[NH:5][N:4]=4)=[O:9])[CH:12]=[C:13]3[CH:19]=2)=[CH:25][CH:24]=1. The yield is 0.740. (4) The reactants are [OH:1][C:2]1[CH:11]=[CH:10][C:5]([C:6]([O:8][CH3:9])=[O:7])=[CH:4][C:3]=1I.[C:13]([Cu])#[N:14].[C-]#N.[Na+]. The catalyst is CN(C=O)C. The product is [C:13]([C:3]1[CH:4]=[C:5]([CH:10]=[CH:11][C:2]=1[OH:1])[C:6]([O:8][CH3:9])=[O:7])#[N:14]. The yield is 1.00. (5) The product is [CH2:1]([C:5]1([CH2:27][CH2:28][CH2:29][CH3:30])[CH2:11][N:10]([C:12]2[CH:17]=[CH:16][C:15]([O:18][CH3:19])=[CH:14][CH:13]=2)[C:9]2[CH:20]=[C:21]([N:32]([CH3:33])[CH3:31])[CH:22]=[CH:23][C:8]=2[S:7](=[O:26])(=[O:25])[CH2:6]1)[CH2:2][CH2:3][CH3:4]. The yield is 0.280. The reactants are [CH2:1]([C:5]1([CH2:27][CH2:28][CH2:29][CH3:30])[CH2:11][N:10]([C:12]2[CH:17]=[CH:16][C:15]([O:18][CH3:19])=[CH:14][CH:13]=2)[C:9]2[CH:20]=[C:21](F)[CH:22]=[CH:23][C:8]=2[S:7](=[O:26])(=[O:25])[CH2:6]1)[CH2:2][CH2:3][CH3:4].[CH3:31][NH:32][CH3:33]. The catalyst is C1COCC1. (6) The reactants are O=[C:2]([NH:8][CH2:9][C:10](=[O:12])[CH3:11])[C:3]([O:5][CH2:6][CH3:7])=[O:4].P(Cl)(Cl)(Cl)=O. The catalyst is C1(C)C=CC=CC=1. The product is [CH3:11][C:10]1[O:12][C:2]([C:3]([O:5][CH2:6][CH3:7])=[O:4])=[N:8][CH:9]=1. The yield is 0.441. (7) The reactants are [CH:1]1([N:4]2[C:9](=[O:10])[CH:8]=[C:7]([NH:11][CH3:12])[N:6]([C:13]3[CH:18]=[CH:17][C:16]([I:19])=[CH:15][C:14]=3[F:20])[C:5]2=[O:21])[CH2:3][CH2:2]1.[CH3:22][CH:23]([C:27]([OH:29])=O)[C:24]([OH:26])=O.C(OC(=O)C)(=O)C. No catalyst specified. The product is [CH:1]1([N:4]2[C:9](=[O:10])[C:8]3[C:27]([OH:29])=[C:23]([CH3:22])[C:24](=[O:26])[N:11]([CH3:12])[C:7]=3[N:6]([C:13]3[CH:18]=[CH:17][C:16]([I:19])=[CH:15][C:14]=3[F:20])[C:5]2=[O:21])[CH2:2][CH2:3]1. The yield is 0.210.